Task: Predict the reactants needed to synthesize the given product.. Dataset: Full USPTO retrosynthesis dataset with 1.9M reactions from patents (1976-2016) (1) Given the product [F:3][C:4]1[C:12]2[O:11][C:10](=[O:13])[N:9]([CH2:15][C:16]([NH2:18])=[O:17])[C:8]=2[CH:7]=[CH:6][CH:5]=1, predict the reactants needed to synthesize it. The reactants are: [H-].[Na+].[F:3][C:4]1[C:12]2[O:11][C:10](=[O:13])[NH:9][C:8]=2[CH:7]=[CH:6][CH:5]=1.Br[CH2:15][C:16]([NH2:18])=[O:17]. (2) Given the product [C:1]([C:5]1[CH:9]=[C:8]([NH:10][C:24](=[O:25])[O:26][C:27]2[CH:32]=[CH:31][CH:30]=[CH:29][CH:28]=2)[N:7]([C:11]2[CH:12]=[CH:13][N:14]=[CH:15][CH:16]=2)[N:6]=1)([CH3:4])([CH3:2])[CH3:3], predict the reactants needed to synthesize it. The reactants are: [C:1]([C:5]1[CH:9]=[C:8]([NH2:10])[N:7]([C:11]2[CH:16]=[CH:15][N:14]=[CH:13][CH:12]=2)[N:6]=1)([CH3:4])([CH3:3])[CH3:2].C(=O)([O-])[O-].[K+].[K+].Cl[C:24]([O:26][C:27]1[CH:32]=[CH:31][CH:30]=[CH:29][CH:28]=1)=[O:25]. (3) Given the product [CH3:36][O:35][CH2:34][CH2:33][C:32]1[N:37]=[C:27]([CH:15]2[CH2:14][CH:13]([C:4]3[CH:5]=[CH:6][C:7]([O:8][C:9]([F:12])([F:11])[F:10])=[C:2]([CH3:1])[CH:3]=3)[CH2:18][N:17]([C:19]([N:21]3[CH2:22][CH2:23][O:24][CH2:25][CH2:26]3)=[O:20])[CH2:16]2)[O:28][N:31]=1, predict the reactants needed to synthesize it. The reactants are: [CH3:1][C:2]1[CH:3]=[C:4]([CH:13]2[CH2:18][N:17]([C:19]([N:21]3[CH2:26][CH2:25][O:24][CH2:23][CH2:22]3)=[O:20])[CH2:16][CH:15]([C:27](O)=[O:28])[CH2:14]2)[CH:5]=[CH:6][C:7]=1[O:8][C:9]([F:12])([F:11])[F:10].O[NH:31][C:32](=[NH:37])[CH2:33][CH2:34][O:35][CH3:36]. (4) Given the product [C:6]([C:5]1[CH:8]=[CH:9][C:2]([NH:19][CH2:18][CH2:17][C:16]([O:15][C:11]([CH3:14])([CH3:13])[CH3:12])=[O:20])=[N:3][CH:4]=1)#[N:7], predict the reactants needed to synthesize it. The reactants are: Cl[C:2]1[CH:9]=[CH:8][C:5]([C:6]#[N:7])=[CH:4][N:3]=1.Cl.[C:11]([O:15][C:16](=[O:20])[CH2:17][CH2:18][NH2:19])([CH3:14])([CH3:13])[CH3:12].CCN(C(C)C)C(C)C.